From a dataset of Reaction yield outcomes from USPTO patents with 853,638 reactions. Predict the reaction yield, written as a fraction of the theoretical maximum amount of product (1.0 means a 100% yield; for example, 0.34 means a 34% yield). (1) The reactants are [N+:1]([C:4]1[CH:12]=[CH:11][C:7]([C:8]([OH:10])=O)=[CH:6][CH:5]=1)([O-:3])=[O:2].[N:13]1([C:19]([O:21][C:22]([CH3:25])([CH3:24])[CH3:23])=[O:20])[CH2:18][CH2:17][NH:16][CH2:15][CH2:14]1.Cl.CN(C)CCCN=C=NCC.CN1CCOCC1. The catalyst is ClCCl. The product is [N+:1]([C:4]1[CH:5]=[CH:6][C:7]([C:8]([N:16]2[CH2:15][CH2:14][N:13]([C:19]([O:21][C:22]([CH3:25])([CH3:24])[CH3:23])=[O:20])[CH2:18][CH2:17]2)=[O:10])=[CH:11][CH:12]=1)([O-:3])=[O:2]. The yield is 0.940. (2) The product is [C:44]1([S:50][C:2]2[C:10]3[C:5](=[N:6][CH:7]=[C:8]([C:11]4[CH:12]=[C:13]([OH:17])[CH:14]=[CH:15][CH:16]=4)[CH:9]=3)[NH:4][CH:3]=2)[CH:49]=[CH:48][CH:47]=[CH:46][CH:45]=1. The catalyst is [Cu]I.C(O)(C)C. The reactants are I[C:2]1[C:10]2[C:5](=[N:6][CH:7]=[C:8]([C:11]3[CH:12]=[C:13]([O:17]S(C4C=CC(C)=CC=4)(=O)=O)[CH:14]=[CH:15][CH:16]=3)[CH:9]=2)[N:4](S(C2C=CC(C)=CC=2)(=O)=O)[CH:3]=1.C(=O)([O-])[O-].[K+].[K+].[C:44]1([SH:50])[CH:49]=[CH:48][CH:47]=[CH:46][CH:45]=1.C(O)CO.[OH-].[K+].Cl. The yield is 0.170. (3) The reactants are [Cl:1][C:2]1[CH:3]=[C:4]([N:10]2[CH:22]([CH:23]3[CH2:27][CH2:26][CH2:25][CH2:24]3)[CH:21]3[C:12]([C:13]4[CH:14]=[CH:15][C:16]([C:28]([OH:30])=O)=[N:17][C:18]=4[CH2:19][CH2:20]3)=[N:11]2)[CH:5]=[CH:6][C:7]=1[C:8]#[N:9].CCN(C(C)C)C(C)C.CN(C(ON1N=NC2C=CC=NC1=2)=[N+](C)C)C.F[P-](F)(F)(F)(F)F.[OH:64][CH:65]1[CH2:70][CH2:69][NH:68][CH2:67][CH2:66]1. The catalyst is C(OCC)(=O)C.O.ClCCl.CN(C=O)C. The product is [Cl:1][C:2]1[CH:3]=[C:4]([N:10]2[CH:22]([CH:23]3[CH2:27][CH2:26][CH2:25][CH2:24]3)[CH:21]3[C:12]([C:13]4[CH:14]=[CH:15][C:16]([C:28]([N:68]5[CH2:69][CH2:70][CH:65]([OH:64])[CH2:66][CH2:67]5)=[O:30])=[N:17][C:18]=4[CH2:19][CH2:20]3)=[N:11]2)[CH:5]=[CH:6][C:7]=1[C:8]#[N:9]. The yield is 0.478.